This data is from Experimentally validated miRNA-target interactions with 360,000+ pairs, plus equal number of negative samples. The task is: Binary Classification. Given a miRNA mature sequence and a target amino acid sequence, predict their likelihood of interaction. (1) The miRNA is hsa-miR-4694-3p with sequence CAAAUGGACAGGAUAACACCU. The protein sequence of the target gene is MAAAELTAPAQGIVTFEDVAVYFSWKEWGLLDEAQKCLYHDVMLENLTLTTSLGGSGAGDEEAPYQQSTSPQRVSQVRIPKALPSPQKTNPCEICGPVLRQILHLVEHQGTHHGQKLYTDGACRKQLQFTAYLHQHQKQHVGQKHFRSNGGRDMFLSSCTFEVSGKPFTCKEVGKDFLVRSRFLQQQAAHTRKKSNRTKSAVAFHSVKNHYNWGECVKAFSYKHVRVQHQGDLIRERSYMCSECGKSFSTSCSLSDHLRVHTSEKPYTCGECGKSYRQSSSLITHRRIHTGVRPHQCDEC.... Result: 1 (interaction). (2) The miRNA is mmu-miR-1895 with sequence CCCCCGAGGAGGACGAGGAGGA. The protein sequence of the target gene is MAAGAGARPAPRWVKALGEPLSAAQLRRLEEHRYTAVGESLFEPPLQLYWTWLLQWIPLWMAPNTITLIGLAINLVTTLVLIFYCPTVTEEAPYWTYLLCALGLFIYQSLDAIDGKQARRTNSCSPLGELFDHGCDSLSTVFMAIGASIAVRLGTHPDWLFFCSFVGMFMFYCAHWQTYVSGVLRFGRVDVTEIQVALVIVFMLSTFGGATMWDYTIPILEIKLKIVPVLGVVGGLIFSCSNYFHVILHGGVGKNGSTIAGTSVLSPGLHIGLIIILAIMIYKKSATNMFEKHPCLYTLM.... Result: 0 (no interaction). (3) The miRNA is hsa-miR-630 with sequence AGUAUUCUGUACCAGGGAAGGU. The protein sequence of the target gene is MNWVGGSRSRVLIKQERRKQKEYFEKHRLKSKMKSLGVLSPVKNSAVSLDILNLYMVNQISCKKKIPETVRKPTHVNMNRDIKMPLRKHNLELTMSPHCVPSKLCLDDTETNVNCQRLSSKEDLGPVQSQGMDSYSMLHPQFSKIENCSFTPSSFSVELPSNRHISKLNFTSGIAPTPQKLAYEKKQNDQRSTVNCSDSLLSKLNKSQDVFSPSHKTTRFGTLFERLNSLGNRNLLTKSPAVIMDEDCRSTDEIRQSDYITEKHSIQHIWGKNGKEVSNFLEDVNQSTPNLLSENCDSFV.... Result: 0 (no interaction). (4) The miRNA is hsa-miR-4733-3p with sequence CCACCAGGUCUAGCAUUGGGAU. The protein sequence of the target gene is MSLVDLGKRLLEAARKGQDDEVRTLMANGAPFTTDWLGTSPLHLAAQYGHYSTAEVLLRAGVSRDARTKVDRTPLHMAAADGHAHIVELLVRNGADVNAKDMLKMTALHWATERHHRDVVELLIKYGADVHAFSKFDKSAFDIALEKNNAEILVILQEAMQNQVNVNPERANPVTDPVSMAAPFIFTSGEVVNLASLISSTNTKTTSGDPHASTVQFSNSTTSVLATLAALAEASVPLSNSHRATANTEEIIEGNSVDSSIQQVMGSGGQRVITIVTDGVPLGNIQTSIPTGGIGQPFIV.... Result: 1 (interaction). (5) The miRNA is hsa-miR-559 with sequence UAAAGUAAAUAUGCACCAAAA. The protein sequence of the target gene is MHWLRKVQGLCTLWGTQMSSRTLYINSRQLVSLQWGHQEVPAKFNFASDVLDHWADMEKAGKRLPSPALWWVNGKGKELMWNFRELSENSQQAANILSGACGLQRGDRVAVMLPRVPEWWLVILGCIRAGLIFMPGTIQMKSTDILYRLQMSKAKAIVAGDEVIQEVDTVASECPSLRIKLLVSEKSCDGWLNFKKLLNEASTTHHCVETGSQEASAIYFTSGTSGLPKMAEHSYSSLGLKAKMDAGWTGLQASDIMWTISDTGWILNILGSLLESWTLGACTFVHLLPKFDPLVILKTL.... Result: 1 (interaction). (6) The miRNA is hsa-miR-7974 with sequence AGGCUGUGAUGCUCUCCUGAGCCC. The protein sequence of the target gene is MGAQFSKTAAKGEAAAERPGEAAVASSPSKANGQENGHVKVNGDASPAAAESGAKEELQANGSAPAADKEEPAAAGSGAASPSAAEKGEPAAAAAPEAGASPVEKEAPAEGEAAEPGSPTAAEGEAASAASSTSSPKAEDGATPSPSNETPKKKKKRFSFKKSFKLSGFSFKKNKKEAGEGGEAEAPAAEGGKDEAAGGAAAAAAEAGAASGEQAAAPGEEAAAGEEGAAGGDPQEAKPQEAAVAPEKPPASDETKAAEEPSKVEEKKAEEAGASAAACEAPSAAGPGAPPEQEAAPAEE.... Result: 1 (interaction). (7) The miRNA is mmu-miR-326-3p with sequence CCUCUGGGCCCUUCCUCCAGU. The protein sequence of the target gene is MPAAGSNEPDGVLSYQRPDEEAVVDQGGTSTILNIHYEKEELEGHRTLYVGVRMPLGRQSHRHHRTHGQKHRRRGRGKGASQGEEGLEALAHDTPSQRVQFILGTEEDEEHVPHELFTELDEICMKEGEDAEWKETARWLKFEEDVEDGGERWSKPYVATLSLHSLFELRSCLINGTVLLDMHANSIEEISDLILDQQELSSDLNDSMRVKVREALLKKHHHQNEKKRNNLIPIVRSFAEVGKKQSDPHLMDKHGQTVSPQSVPTTNLEVKNGVNCEHSPVDLSKVDLHFMKKIPTGAEA.... Result: 0 (no interaction).